Dataset: Peptide-MHC class I binding affinity with 185,985 pairs from IEDB/IMGT. Task: Regression. Given a peptide amino acid sequence and an MHC pseudo amino acid sequence, predict their binding affinity value. This is MHC class I binding data. (1) The peptide sequence is GPEGPLGQL. The MHC is HLA-B14:02 with pseudo-sequence HLA-B14:02. The binding affinity (normalized) is 0.213. (2) The peptide sequence is YPASLHKFF. The MHC is HLA-B35:01 with pseudo-sequence HLA-B35:01. The binding affinity (normalized) is 0.898.